Dataset: Experimentally validated miRNA-target interactions with 360,000+ pairs, plus equal number of negative samples. Task: Binary Classification. Given a miRNA mature sequence and a target amino acid sequence, predict their likelihood of interaction. (1) The protein sequence of the target gene is MEALIPVINKLQDVFNTVGADIIQLPQIVVVGTQSSGKSSVLESLVGRDLLPRGTGVVTRRPLILQLVHVSPEDKRKTTGEENGKFQSWRVEAEEWGKFLHTKNKLYTDFDEIRQEIENETERISGNNKGVSPEPIHLKVFSPNVVNLTLVDLPGMTKVPVGDQPKDIELQIRELILRFISNPNSIILAVTAANTDMATSEALKISREVDPDGRRTLAVITKLDLMDAGTDAMDVLMGRVIPVKLGIIGVVNRSQLDINNKKSVTDSIRDEYAFLQKKYPSLANRNGTKYLARTLNRLLM.... The miRNA is mmu-miR-344d-3p with sequence GAUAUAACCACUGCCAGACUGA. Result: 0 (no interaction). (2) The miRNA is hsa-miR-7850-5p with sequence GUUUGGACAUAGUGUGGCUGG. The protein sequence of the target gene is MSPWSWFLLQTLCLLPTGAASRRGAPGTANCELKPQQSELNSFLWTIKRDPPSYFFGTIHVPYTRVWDFIPDNSKEAFLQSSIVYFELDLTDPYTISALTSCQMLPQGENLQDVLPRDIYCRLKRHLEYVKLMMPLWMTPDQRGKGLYADYLFNAIAGNWERKRPVWVMLMVNSLTEVDIKSRGVPVLDLFLAQEAERLRKQTGAVEKVEEQCHPLNGLNFSQVIFALNQTLLQQESLRAGSLQIPYTTEDLIKHYNCGDLSSVILSHDSSQVPNFINATLPPQERITAQEIDSYLRREL.... Result: 1 (interaction). (3) The miRNA is hsa-miR-3661 with sequence UGACCUGGGACUCGGACAGCUG. The protein sequence of the target gene is MLRGPWRQLWLFFLLLLPGAPEPRGASRPWEGTDEPGSAWAWPGFQRLQEQLRAAGALSKRYWTLFSCQVWPDDCDEDEEAATGPLGWRLPLLGQRYLDLLTTWYCSFKDCCPRGDCRISNNFTGLEWDLNVRLHGQHLVQQLVLRTVRGYLETPQPEKALALSFHGWSGTGKNFVARMLVENLYRDGLMSDCVRMFIATFHFPHPKYVDLYKEQLMSQIRETQQLCHQTLFIFDEAEKLHPGLLEVLGPHLERRAPEGHRAESPWTIFLFLSNLRGDIINEVVLKLLKAGWSREEITME.... Result: 1 (interaction).